Dataset: Forward reaction prediction with 1.9M reactions from USPTO patents (1976-2016). Task: Predict the product of the given reaction. (1) Given the reactants [F:1][C:2]1[CH:7]=[C:6]([N+:8]([O-])=O)[CH:5]=[C:4]([F:11])[C:3]=1[Si:12]([CH3:15])([CH3:14])[CH3:13], predict the reaction product. The product is: [F:1][C:2]1[CH:7]=[C:6]([CH:5]=[C:4]([F:11])[C:3]=1[Si:12]([CH3:14])([CH3:13])[CH3:15])[NH2:8]. (2) Given the reactants N([O-])=O.[Na+].[C:5]1([NH:11][C:12]([C:14]2[C:18](N)=[CH:17][NH:16][N:15]=2)=[O:13])[CH:10]=[CH:9][CH:8]=[CH:7][CH:6]=1.[I-:20].[K+], predict the reaction product. The product is: [C:5]1([NH:11][C:12]([C:14]2[C:18]([I:20])=[CH:17][NH:16][N:15]=2)=[O:13])[CH:10]=[CH:9][CH:8]=[CH:7][CH:6]=1. (3) Given the reactants C(=O)([O-])[O-].[Na+].[Na+].[S:7]1[CH:11]=[CH:10][C:9](B(O)O)=[CH:8]1.Br[C:16]1[CH:21]=[CH:20][C:19]([NH:22][C:23](=[O:25])[CH3:24])=[CH:18][CH:17]=1.C1(P(C2C=CC=CC=2)C2C=CC=CC=2)C=CC=CC=1, predict the reaction product. The product is: [S:7]1[CH:11]=[CH:10][C:9]([C:16]2[CH:21]=[CH:20][C:19]([NH:22][C:23](=[O:25])[CH3:24])=[CH:18][CH:17]=2)=[CH:8]1. (4) Given the reactants [C:1]([C:4]1[S:8][C:7]([C:9]2[CH:10]=[C:11]([Cl:30])[C:12]3[O:16][CH:15]([CH2:17][NH:18][C:19](=[O:28])/[CH:20]=[CH:21]/[C:22]4[N:23]=[N:24][CH:25]=[CH:26][CH:27]=4)[CH2:14][C:13]=3[CH:29]=2)=[CH:6][CH:5]=1)(=[O:3])[CH3:2].[BH4-].[Na+], predict the reaction product. The product is: [Cl:30][C:11]1[C:12]2[O:16][CH:15]([CH2:17][NH:18][C:19](=[O:28])/[CH:20]=[CH:21]/[C:22]3[N:23]=[N:24][CH:25]=[CH:26][CH:27]=3)[CH2:14][C:13]=2[CH:29]=[C:9]([C:7]2[S:8][C:4]([CH:1]([OH:3])[CH3:2])=[CH:5][CH:6]=2)[CH:10]=1. (5) The product is: [CH:1]([C:3]1[C:4]([CH:16]([CH3:18])[CH3:17])=[N:5][CH:6]=[CH:7][C:8]=1[NH:9][C:10](=[O:15])[C:11]([CH3:12])([CH3:14])[CH3:13])=[O:2]. Given the reactants [CH:1]([C:3]1[C:4]([C:16]([CH3:18])=[CH2:17])=[N:5][CH:6]=[CH:7][C:8]=1[NH:9][C:10](=[O:15])[C:11]([CH3:14])([CH3:13])[CH3:12])=[O:2], predict the reaction product. (6) Given the reactants [Br-].[CH2:2]([O:9][C:10]([CH2:12][P+](C1C=CC=CC=1)(C1C=CC=CC=1)C1C=CC=CC=1)=[O:11])[C:3]1[CH:8]=[CH:7][CH:6]=[CH:5][CH:4]=1.[Li+].C[Si]([N-:37][Si](C)(C)C)(C)C.[S:42]1[CH:46]=[CH:45][CH:44]=[C:43]1C=O, predict the reaction product. The product is: [CH2:2]([O:9][C:10](=[O:11])[CH:12]=[CH:44][C:43]1[S:42][CH:46]=[CH:45][N:37]=1)[C:3]1[CH:4]=[CH:5][CH:6]=[CH:7][CH:8]=1. (7) Given the reactants [CH3:1][O:2][C:3]1[CH:4]=[C:5]([N:18]2[CH:22]=[CH:21][CH:20]=[N:19]2)[CH:6]=[CH:7][C:8]=1B1OC(C)(C)C(C)(C)O1.Br[C:24]1[S:28][C:27]([N:29]([CH3:40])[CH:30]2[CH2:35][C:34]([CH3:37])([CH3:36])[NH:33][C:32]([CH3:39])([CH3:38])[CH2:31]2)=[N:26][N:25]=1.C([O-])([O-])=O.[Na+].[Na+], predict the reaction product. The product is: [CH3:1][O:2][C:3]1[CH:4]=[C:5]([N:18]2[CH:22]=[CH:21][CH:20]=[N:19]2)[CH:6]=[CH:7][C:8]=1[C:24]1[S:28][C:27]([N:29]([CH3:40])[CH:30]2[CH2:35][C:34]([CH3:36])([CH3:37])[NH:33][C:32]([CH3:39])([CH3:38])[CH2:31]2)=[N:26][N:25]=1. (8) Given the reactants [Cl:1][C:2]1[CH:3]=[C:4]2[C:9](=[O:10])[O:8][C:6](=O)[C:5]2=[CH:11][CH:12]=1.[CH2:13]([NH2:17])[CH:14]([CH3:16])[CH3:15].C1(C)C=CC(S(O)(=O)=O)=CC=1, predict the reaction product. The product is: [Cl:1][C:2]1[CH:3]=[C:4]2[C:9](=[O:10])[N:17]([CH2:13][CH:14]([CH3:16])[CH3:15])[C:6](=[O:8])[C:5]2=[CH:11][CH:12]=1. (9) Given the reactants [CH:1]1([C:6]([CH:8]2[CH2:14][CH2:13][CH2:12][C:11]3[CH:15]=[C:16]([N:19]4[CH2:23][C@H:22]([CH2:24][NH:25][C:26](=[O:28])[CH3:27])[O:21][C:20]4=[O:29])[CH:17]=[CH:18][C:10]=3[C:9]2=O)=O)[CH2:5][CH2:4][CH2:3][CH2:2]1.Cl.[NH2:32][NH2:33].C(=O)(O)[O-].[Na+], predict the reaction product. The product is: [CH:1]1([C:6]2[C:8]3[CH2:14][CH2:13][CH2:12][C:11]4[CH:15]=[C:16]([N:19]5[CH2:23][C@H:22]([CH2:24][NH:25][C:26](=[O:28])[CH3:27])[O:21][C:20]5=[O:29])[CH:17]=[CH:18][C:10]=4[C:9]=3[NH:33][N:32]=2)[CH2:2][CH2:3][CH2:4][CH2:5]1. (10) Given the reactants C(OC([N:8]1[CH2:13][CH2:12][CH:11]([C:14](=[O:22])[NH:15][CH:16]2[CH2:21][CH2:20][CH2:19][CH2:18][CH2:17]2)[CH2:10][CH2:9]1)=O)(C)(C)C.[ClH:23], predict the reaction product. The product is: [ClH:23].[CH:16]1([NH:15][C:14]([CH:11]2[CH2:10][CH2:9][NH:8][CH2:13][CH2:12]2)=[O:22])[CH2:17][CH2:18][CH2:19][CH2:20][CH2:21]1.